Dataset: Catalyst prediction with 721,799 reactions and 888 catalyst types from USPTO. Task: Predict which catalyst facilitates the given reaction. (1) Reactant: [N:1]1([S:6]([NH2:9])(=[O:8])=[O:7])[CH2:5][CH2:4][CH2:3][CH2:2]1.C1(P(C2CCCCC2)C2C=CC=CC=2C2C(C(C)C)=CC(C(C)C)=CC=2C(C)C)CCCCC1.C(=O)([O-])[O-].[Cs+].[Cs+].[CH2:50]([O:52][C:53](=[O:74])[C@H:54]([O:56][C:57]1[CH:62]=[C:61](Cl)[N:60]=[C:59]([S:64][CH2:65][C:66]2[CH:71]=[CH:70][CH:69]=[C:68]([F:72])[C:67]=2[F:73])[N:58]=1)[CH3:55])[CH3:51]. Product: [CH2:50]([O:52][C:53](=[O:74])[C@H:54]([O:56][C:57]1[CH:62]=[C:61]([NH:9][S:6]([N:1]2[CH2:5][CH2:4][CH2:3][CH2:2]2)(=[O:8])=[O:7])[N:60]=[C:59]([S:64][CH2:65][C:66]2[CH:71]=[CH:70][CH:69]=[C:68]([F:72])[C:67]=2[F:73])[N:58]=1)[CH3:55])[CH3:51]. The catalyst class is: 102. (2) Reactant: C[O:2][C:3]([C:5]1[CH2:6][O:7][CH2:8][C:9]=1[N:10]([CH2:19][C:20]1[S:21][C:22]2[CH:28]=[CH:27][CH:26]=[CH:25][C:23]=2[N:24]=1)[C:11](=[O:18])[CH2:12][C:13]([O:15][CH2:16][CH3:17])=[O:14])=O.[H-].[Na+]. Product: [S:21]1[C:22]2[CH:28]=[CH:27][CH:26]=[CH:25][C:23]=2[N:24]=[C:20]1[CH2:19][N:10]1[C:11](=[O:18])[C:12]([C:13]([O:15][CH2:16][CH3:17])=[O:14])=[C:3]([OH:2])[C:5]2[CH2:6][O:7][CH2:8][C:9]1=2. The catalyst class is: 57. (3) Reactant: [CH2:1]([C@@H:8]1[NH:13][CH2:12][CH2:11][N:10]([C:14]2[CH:19]=[CH:18][C:17]([O:20][CH3:21])=[C:16]([O:22][CH:23]3[CH2:27][CH2:26][CH2:25][CH2:24]3)[CH:15]=2)[CH2:9]1)[C:2]1[CH:7]=[CH:6][CH:5]=[CH:4][CH:3]=1.[S:28]1[CH:32]=[CH:31][CH:30]=[C:29]1[C:33](=[O:37])[C:34](O)=[O:35].C1CCC(N=C=NC2CCCCC2)CC1. Product: [CH2:1]([C@H:8]1[CH2:9][N:10]([C:14]2[CH:19]=[CH:18][C:17]([O:20][CH3:21])=[C:16]([O:22][CH:23]3[CH2:27][CH2:26][CH2:25][CH2:24]3)[CH:15]=2)[CH2:11][CH2:12][N:13]1[C:34](=[O:35])[C:33]([C:29]1[S:28][CH:32]=[CH:31][CH:30]=1)=[O:37])[C:2]1[CH:3]=[CH:4][CH:5]=[CH:6][CH:7]=1. The catalyst class is: 172. (4) Reactant: [CH3:1][S:2][C:3]1[N:8]=[C:7]([C:9]2[C:10]([O:15][C:16]3[CH:21]=[CH:20][C:19]([NH2:22])=[CH:18][CH:17]=3)=[N:11][CH:12]=[CH:13][CH:14]=2)[CH:6]=[CH:5][N:4]=1.[C:23](=[S:38])(OC1C=CC=CN=1)OC1C=CC=CN=1. Product: [N:22]([C:19]1[CH:18]=[CH:17][C:16]([O:15][C:10]2[C:9]([C:7]3[CH:6]=[CH:5][N:4]=[C:3]([S:2][CH3:1])[N:8]=3)=[CH:14][CH:13]=[CH:12][N:11]=2)=[CH:21][CH:20]=1)=[C:23]=[S:38]. The catalyst class is: 2. (5) Reactant: Cl[C:2]1[N:7]=[CH:6][C:5]([CH2:8][N:9]2[CH:14]=[C:13]([C:15]3[O:19][N:18]=[C:17]([C:20]4[CH:25]=[CH:24][C:23]([O:26][C:27]([F:30])([F:29])[F:28])=[CH:22][CH:21]=4)[N:16]=3)[CH:12]=[CH:11][C:10]2=[O:31])=[CH:4][CH:3]=1.[CH3:32][NH2:33]. Product: [CH3:32][NH:33][C:2]1[N:7]=[CH:6][C:5]([CH2:8][N:9]2[CH:14]=[C:13]([C:15]3[O:19][N:18]=[C:17]([C:20]4[CH:25]=[CH:24][C:23]([O:26][C:27]([F:30])([F:29])[F:28])=[CH:22][CH:21]=4)[N:16]=3)[CH:12]=[CH:11][C:10]2=[O:31])=[CH:4][CH:3]=1. The catalyst class is: 8. (6) Reactant: [NH2:1][C:2]1[CH:9]=[CH:8][CH:7]=[CH:6][C:3]=1[CH2:4][NH2:5].[N:10]1[C:19]2[C:18](=O)[CH2:17][CH2:16][CH2:15][C:14]=2[CH:13]=[CH:12][CH:11]=1. Product: [N:10]1[C:19]2[CH:18]([NH:5][CH2:4][C:3]3[CH:6]=[CH:7][CH:8]=[CH:9][C:2]=3[NH2:1])[CH2:17][CH2:16][CH2:15][C:14]=2[CH:13]=[CH:12][CH:11]=1. The catalyst class is: 2. (7) Reactant: [CH:1]1([NH:4][C:5]([C:7]2[CH:8]=[C:9]([F:31])[C:10]([CH3:30])=[C:11]([C:13]3[C:14]([C:27](O)=[O:28])=[CH:15][C:16]([C:19]([NH:21][CH2:22][C:23]([CH3:26])([CH3:25])[CH3:24])=[O:20])=[CH:17][CH:18]=3)[CH:12]=2)=[O:6])[CH2:3][CH2:2]1.CN(C(ON1N=NC2C=CC=CC1=2)=[N+](C)C)C.F[P-](F)(F)(F)(F)F.CCN(CC)CC.[NH2:63][CH2:64][CH2:65][CH2:66][CH2:67][CH2:68][OH:69]. Product: [CH:1]1([NH:4][C:5]([C:7]2[CH:12]=[C:11]([C:13]3[C:14]([C:27]([NH:63][CH2:64][CH2:65][CH2:66][CH2:67][CH2:68][OH:69])=[O:28])=[CH:15][C:16]([C:19]([NH:21][CH2:22][C:23]([CH3:26])([CH3:25])[CH3:24])=[O:20])=[CH:17][CH:18]=3)[C:10]([CH3:30])=[C:9]([F:31])[CH:8]=2)=[O:6])[CH2:3][CH2:2]1. The catalyst class is: 3.